Dataset: NCI-60 drug combinations with 297,098 pairs across 59 cell lines. Task: Regression. Given two drug SMILES strings and cell line genomic features, predict the synergy score measuring deviation from expected non-interaction effect. (1) Drug 1: C1CCC(C1)C(CC#N)N2C=C(C=N2)C3=C4C=CNC4=NC=N3. Drug 2: CC1=C(C(=CC=C1)Cl)NC(=O)C2=CN=C(S2)NC3=CC(=NC(=N3)C)N4CCN(CC4)CCO. Cell line: SNB-19. Synergy scores: CSS=7.89, Synergy_ZIP=1.12, Synergy_Bliss=4.54, Synergy_Loewe=-4.61, Synergy_HSA=1.48. (2) Drug 1: CC1=C(C(CCC1)(C)C)C=CC(=CC=CC(=CC(=O)O)C)C. Drug 2: C1=NC2=C(N1)C(=S)N=CN2. Cell line: NCI/ADR-RES. Synergy scores: CSS=30.9, Synergy_ZIP=3.74, Synergy_Bliss=-1.70, Synergy_Loewe=-21.9, Synergy_HSA=-6.05. (3) Drug 1: CC1=C2C(C(=O)C3(C(CC4C(C3C(C(C2(C)C)(CC1OC(=O)C(C(C5=CC=CC=C5)NC(=O)OC(C)(C)C)O)O)OC(=O)C6=CC=CC=C6)(CO4)OC(=O)C)OC)C)OC. Drug 2: CC1=C(C(=O)C2=C(C1=O)N3CC4C(C3(C2COC(=O)N)OC)N4)N. Cell line: NCI-H226. Synergy scores: CSS=32.1, Synergy_ZIP=-2.70, Synergy_Bliss=-0.223, Synergy_Loewe=-8.47, Synergy_HSA=3.34. (4) Drug 1: C1=NC2=C(N1)C(=S)N=C(N2)N. Drug 2: CC12CCC3C(C1CCC2OP(=O)(O)O)CCC4=C3C=CC(=C4)OC(=O)N(CCCl)CCCl.[Na+]. Cell line: HOP-92. Synergy scores: CSS=17.7, Synergy_ZIP=-8.37, Synergy_Bliss=-5.75, Synergy_Loewe=-16.0, Synergy_HSA=-6.02. (5) Drug 1: C1CCN(CC1)CCOC2=CC=C(C=C2)C(=O)C3=C(SC4=C3C=CC(=C4)O)C5=CC=C(C=C5)O. Drug 2: CN(C(=O)NC(C=O)C(C(C(CO)O)O)O)N=O. Cell line: U251. Synergy scores: CSS=1.04, Synergy_ZIP=-0.688, Synergy_Bliss=-1.23, Synergy_Loewe=-5.20, Synergy_HSA=-3.97. (6) Drug 1: CC12CCC(CC1=CCC3C2CCC4(C3CC=C4C5=CN=CC=C5)C)O. Drug 2: CS(=O)(=O)C1=CC(=C(C=C1)C(=O)NC2=CC(=C(C=C2)Cl)C3=CC=CC=N3)Cl. Cell line: HL-60(TB). Synergy scores: CSS=3.18, Synergy_ZIP=2.32, Synergy_Bliss=10.7, Synergy_Loewe=2.45, Synergy_HSA=3.20. (7) Drug 1: C1C(C(OC1N2C=NC3=C(N=C(N=C32)Cl)N)CO)O. Drug 2: CC1=C2C(C(=O)C3(C(CC4C(C3C(C(C2(C)C)(CC1OC(=O)C(C(C5=CC=CC=C5)NC(=O)OC(C)(C)C)O)O)OC(=O)C6=CC=CC=C6)(CO4)OC(=O)C)O)C)O. Cell line: NCI-H522. Synergy scores: CSS=20.9, Synergy_ZIP=1.22, Synergy_Bliss=1.91, Synergy_Loewe=-3.32, Synergy_HSA=-0.897. (8) Drug 1: C1CCC(CC1)NC(=O)N(CCCl)N=O. Drug 2: C1C(C(OC1N2C=NC3=C(N=C(N=C32)Cl)N)CO)O. Cell line: NCI-H522. Synergy scores: CSS=15.1, Synergy_ZIP=-6.72, Synergy_Bliss=-2.44, Synergy_Loewe=-1.22, Synergy_HSA=-1.13.